From a dataset of Forward reaction prediction with 1.9M reactions from USPTO patents (1976-2016). Predict the product of the given reaction. (1) Given the reactants Br[C:2]1[CH:7]=[CH:6][CH:5]=[C:4]([C:8]([CH3:11])([CH3:10])[CH3:9])[CH:3]=1.[Li]CCCC.[CH2:17]1[O:19][CH2:18]1, predict the reaction product. The product is: [C:8]([C:4]1[CH:3]=[C:2]([CH2:17][CH2:18][OH:19])[CH:7]=[CH:6][CH:5]=1)([CH3:11])([CH3:10])[CH3:9]. (2) Given the reactants C[O:2][C:3](=[O:21])[C:4]1[CH:9]=[C:8]([C:10](=[O:19])[NH:11][CH2:12][C:13]2[CH:18]=[CH:17][CH:16]=[CH:15][CH:14]=2)[C:7]([OH:20])=[N:6][CH:5]=1.[OH-].[Na+], predict the reaction product. The product is: [CH2:12]([NH:11][C:10]([C:8]1[C:7]([OH:20])=[N:6][CH:5]=[C:4]([CH:9]=1)[C:3]([OH:21])=[O:2])=[O:19])[C:13]1[CH:18]=[CH:17][CH:16]=[CH:15][CH:14]=1. (3) Given the reactants [Cl:1][C:2]1[CH:7]=[CH:6][C:5]([S:8]([NH:11][C:12]2[CH:32]=[CH:31][C:15]3[N:16]([C:25]4[CH:30]=[CH:29][CH:28]=[CH:27][CH:26]=4)[C:17]([C:19]4[CH:24]=[CH:23][CH:22]=[CH:21][CH:20]=4)=[N:18][C:14]=3[CH:13]=2)(=[O:10])=[O:9])=[CH:4][CH:3]=1.[H-].[Na+].[CH3:35][O:36][C:37](=[O:43])[CH2:38][CH2:39][CH2:40][CH2:41]Br.O, predict the reaction product. The product is: [CH3:35][O:36][C:37](=[O:43])[CH2:38][CH2:39][CH2:40][CH2:41][N:11]([S:8]([C:5]1[CH:6]=[CH:7][C:2]([Cl:1])=[CH:3][CH:4]=1)(=[O:10])=[O:9])[C:12]1[CH:32]=[CH:31][C:15]2[N:16]([C:25]3[CH:26]=[CH:27][CH:28]=[CH:29][CH:30]=3)[C:17]([C:19]3[CH:24]=[CH:23][CH:22]=[CH:21][CH:20]=3)=[N:18][C:14]=2[CH:13]=1. (4) Given the reactants [CH2:1]([C:5]1[CH:10]=[CH:9][C:8]([C:11]2[C:24]3[C:23]4[N:22]=[C:21]([CH3:25])[CH:20]=[CH:19][C:18]=4[C:17]([NH2:26])=[N:16][C:15]=3[CH:14]=[CH:13][CH:12]=2)=[CH:7][CH:6]=1)[CH:2]([CH3:4])[CH3:3].CNCCNC.C(=O)([O-])[O-].[Cs+].[Cs+].I[C:40]1[CH:45]=[CH:44][CH:43]=[CH:42][C:41]=1I, predict the reaction product. The product is: [CH2:1]([C:5]1[CH:6]=[CH:7][C:8]([C:11]2[C:24]3[C:23]4[N:22]=[C:21]([CH3:25])[CH:20]=[CH:19][C:18]=4[C:17]4=[N:26][C:40]5[CH:45]=[CH:44][CH:43]=[CH:42][C:41]=5[N:16]4[C:15]=3[CH:14]=[CH:13][CH:12]=2)=[CH:9][CH:10]=1)[CH:2]([CH3:4])[CH3:3]. (5) The product is: [C:1]([O:5][C:6]([N:8]1[CH2:12][CH2:11][CH2:10][C@H:9]1[CH2:13][O:14][C:21]1[CH:26]=[CH:25][C:24]([N+:27]([O-:29])=[O:28])=[CH:23][CH:22]=1)=[O:7])([CH3:4])([CH3:3])[CH3:2]. Given the reactants [C:1]([O:5][C:6]([N:8]1[CH2:12][CH2:11][CH2:10][C@H:9]1[CH2:13][OH:14])=[O:7])([CH3:4])([CH3:3])[CH3:2].[Li]CCCC.F[C:21]1[CH:26]=[CH:25][C:24]([N+:27]([O-:29])=[O:28])=[CH:23][CH:22]=1.O, predict the reaction product. (6) Given the reactants N#N.C[O:4][C:5](=[O:29])[C:6]1[CH:11]=[CH:10][C:9]([NH:12][C:13](=[O:28])[CH2:14][CH2:15][C:16]2[CH:21]=[C:20]([O:22]C)[C:19]([O:24]C)=[C:18]([O:26]C)[CH:17]=2)=[CH:8][CH:7]=1.B(Br)(Br)Br.[Cl-].[Na+].O.CCOC(C)=O, predict the reaction product. The product is: [OH:22][C:20]1[CH:21]=[C:16]([CH2:15][CH2:14][C:13]([NH:12][C:9]2[CH:10]=[CH:11][C:6]([C:5]([OH:29])=[O:4])=[CH:7][CH:8]=2)=[O:28])[CH:17]=[C:18]([OH:26])[C:19]=1[OH:24]. (7) Given the reactants Cl[C:2]1[CH:7]=[C:6]([Cl:8])[N:5]=[CH:4][N:3]=1.[CH3:9][C:10]1[CH:15]=[CH:14][C:13]([NH:16][C:17](=[O:30])[C:18]2[CH:23]=[CH:22][CH:21]=[C:20]([N:24]3[CH2:29][CH2:28][O:27][CH2:26][CH2:25]3)[CH:19]=2)=[CH:12][C:11]=1[NH:31][C:32](=[O:40])[C:33]1[CH:38]=[CH:37][CH:36]=[C:35]([OH:39])[CH:34]=1, predict the reaction product. The product is: [CH3:9][C:10]1[CH:15]=[CH:14][C:13]([NH:16][C:17](=[O:30])[C:18]2[CH:23]=[CH:22][CH:21]=[C:20]([N:24]3[CH2:25][CH2:26][O:27][CH2:28][CH2:29]3)[CH:19]=2)=[CH:12][C:11]=1[NH:31][C:32](=[O:40])[C:33]1[CH:38]=[CH:37][CH:36]=[C:35]([O:39][C:2]2[CH:7]=[C:6]([Cl:8])[N:5]=[CH:4][N:3]=2)[CH:34]=1. (8) Given the reactants [F:1][C:2]([F:16])([F:15])[O:3][C:4]1[CH:5]=[C:6]([CH:12]=[CH:13][CH:14]=1)[O:7][CH2:8][CH2:9][CH2:10][OH:11].[H-].[Na+].Br[C:20]1[N:28]([CH2:29][C:30]2[CH:35]=[CH:34][C:33]([Cl:36])=[CH:32][CH:31]=2)[C:27]2[C:26](=[O:37])[N:25]([CH2:38][CH2:39][O:40][CH:41]3[CH2:46][CH2:45][CH2:44][CH2:43][O:42]3)[C:24](=[O:47])[N:23]([CH3:48])[C:22]=2[N:21]=1.[Cl-].[NH4+], predict the reaction product. The product is: [Cl:36][C:33]1[CH:32]=[CH:31][C:30]([CH2:29][N:28]2[C:27]3[C:26](=[O:37])[N:25]([CH2:38][CH2:39][O:40][CH:41]4[CH2:46][CH2:45][CH2:44][CH2:43][O:42]4)[C:24](=[O:47])[N:23]([CH3:48])[C:22]=3[N:21]=[C:20]2[O:11][CH2:10][CH2:9][CH2:8][O:7][C:6]2[CH:12]=[CH:13][CH:14]=[C:4]([O:3][C:2]([F:15])([F:16])[F:1])[CH:5]=2)=[CH:35][CH:34]=1. (9) Given the reactants F[C:2]1[CH:9]=[CH:8][C:5]([CH:6]=[O:7])=[CH:4][CH:3]=1.[Br:10][C:11]1[CH:16]=[CH:15][C:14]([OH:17])=[C:13]([C:18]([F:21])([F:20])[F:19])[CH:12]=1, predict the reaction product. The product is: [Br:10][C:11]1[CH:16]=[CH:15][C:14]([O:17][C:2]2[CH:9]=[CH:8][C:5]([CH:6]=[O:7])=[CH:4][CH:3]=2)=[C:13]([C:18]([F:19])([F:20])[F:21])[CH:12]=1. (10) Given the reactants C1(C)C=CC(S(N[C@H](C2C=CC=CC=2)[C@@H](C2C=CC=CC=2)N)(=O)=O)=CC=1.C(O)(C)C.CC(C)([O-])C.[K+].[Cl:37][CH2:38][C:39]([C:41]1[CH:46]=[CH:45][CH:44]=[CH:43][CH:42]=1)=[O:40], predict the reaction product. The product is: [Cl:37][CH2:38][CH:39]([C:41]1[CH:46]=[CH:45][CH:44]=[CH:43][CH:42]=1)[OH:40].